From a dataset of Forward reaction prediction with 1.9M reactions from USPTO patents (1976-2016). Predict the product of the given reaction. (1) Given the reactants [Cl:1][C:2]1[CH:7]=[CH:6][C:5]([C:8]2[N:13]=[C:12]([C:14]([OH:16])=O)[CH:11]=[CH:10][CH:9]=2)=[CH:4][CH:3]=1.[NH2:17][C:18]([CH2:25][CH3:26])([CH2:23][CH3:24])[C:19]([NH:21][CH3:22])=[O:20], predict the reaction product. The product is: [CH2:23]([C:18]([NH:17][C:14]([C:12]1[CH:11]=[CH:10][CH:9]=[C:8]([C:5]2[CH:4]=[CH:3][C:2]([Cl:1])=[CH:7][CH:6]=2)[N:13]=1)=[O:16])([C:19](=[O:20])[NH:21][CH3:22])[CH2:25][CH3:26])[CH3:24]. (2) Given the reactants [CH3:1][C:2]1([CH3:24])[CH2:11][CH2:10][CH2:9][C:8]2[CH:7]=[C:6]([C:12]3[N:13]=[C:14]([N:17]4[CH2:22][CH2:21][CH:20]([NH2:23])[CH2:19][CH2:18]4)[S:15][CH:16]=3)[CH:5]=[CH:4][C:3]1=2.[Si](O[CH2:33][CH:34]=[O:35])(C(C)(C)C)(C)C.C[N+](C)(C)C.C1C[O:44][CH2:43][CH2:42]1, predict the reaction product. The product is: [CH3:1][C:2]1([CH3:24])[CH2:11][CH2:10][CH2:9][C:8]2[CH:7]=[C:6]([C:12]3[N:13]=[C:14]([N:17]4[CH2:22][CH2:21][CH:20]([N:23]([CH2:33][CH2:34][OH:35])[CH2:42][CH2:43][OH:44])[CH2:19][CH2:18]4)[S:15][CH:16]=3)[CH:5]=[CH:4][C:3]1=2. (3) Given the reactants FC(F)(F)C(O)=O.[N:8]([CH:11]1[CH:17]([OH:18])[CH2:16][CH2:15][N:14](C(OC(C)(C)C)=O)[CH2:13][CH2:12]1)=[N+:9]=[N-:10], predict the reaction product. The product is: [N:8]([CH:11]1[CH2:12][CH2:13][NH:14][CH2:15][CH2:16][CH:17]1[OH:18])=[N+:9]=[N-:10].